From a dataset of HIV replication inhibition screening data with 41,000+ compounds from the AIDS Antiviral Screen. Binary Classification. Given a drug SMILES string, predict its activity (active/inactive) in a high-throughput screening assay against a specified biological target. (1) The molecule is CC(=O)NC(CCC(=O)OC(C)(C)C)C(=O)NC(CCC(=O)OC(C)(C)C)C(=O)NC(Cc1ccc([N+](=O)[O-])cc1)C(=O)NC(CCCCNC(=O)OC(C)(C)C)C(=O)NC(CCCCNC(=O)OC(C)(C)C)C(=O)NCC(=O)O. The result is 0 (inactive). (2) The compound is CCOC(=O)c1nc2ccccc2nc1Nc1ccc(C(=O)OC)s1. The result is 0 (inactive). (3) The drug is CCOC(=O)C1=NN(c2ccccc2)C(=O)C1=CN1CC(=O)NC1=S. The result is 0 (inactive).